This data is from Catalyst prediction with 721,799 reactions and 888 catalyst types from USPTO. The task is: Predict which catalyst facilitates the given reaction. (1) Reactant: [C:1]([C:5]1[CH:10]=[CH:9][C:8]([O:11][CH2:12][C:13]([CH3:15])=[CH2:14])=[CH:7][CH:6]=1)([CH3:4])([CH3:3])[CH3:2].ClC1C=C(C=CC=1)C(OO)=[O:21]. Product: [C:1]([C:5]1[CH:6]=[CH:7][C:8]([O:11][CH2:12][C:13]2([CH3:15])[CH2:14][O:21]2)=[CH:9][CH:10]=1)([CH3:4])([CH3:3])[CH3:2]. The catalyst class is: 4. (2) Reactant: [B:10]1([B:10]2[O:14][C:13]([CH3:16])([CH3:15])[C:12]([CH3:18])([CH3:17])[O:11]2)[O:14][C:13]([CH3:16])([CH3:15])[C:12]([CH3:18])([CH3:17])[O:11]1.CC([O-])=O.[K+].N#N.[CH:26]([C:28]1[C:33]([CH3:34])=[CH:32][C:31]([O:35][CH:36]2[CH2:41][CH2:40][CH2:39][CH2:38][O:37]2)=[CH:30][C:29]=1OS(C(F)(F)F)(=O)=O)=[O:27]. Product: [CH3:34][C:33]1[CH:32]=[C:31]([O:35][CH:36]2[CH2:41][CH2:40][CH2:39][CH2:38][O:37]2)[CH:30]=[C:29]([B:10]2[O:11][C:12]([CH3:17])([CH3:18])[C:13]([CH3:15])([CH3:16])[O:14]2)[C:28]=1[CH:26]=[O:27]. The catalyst class is: 75.